Dataset: Reaction yield outcomes from USPTO patents with 853,638 reactions. Task: Predict the reaction yield, written as a fraction of the theoretical maximum amount of product (1.0 means a 100% yield; for example, 0.34 means a 34% yield). (1) The reactants are [Br:1][C:2]1[C:10]2[C:5](=[CH:6][CH:7]=[C:8]([N+:11]([O-])=O)[CH:9]=2)[N:4]([CH2:14][CH2:15][N:16]2[CH2:20][CH2:19][CH2:18][CH2:17]2)[N:3]=1.[Cl-].[NH4+]. The catalyst is C(O)C.[Fe]. The product is [Br:1][C:2]1[C:10]2[C:5](=[CH:6][CH:7]=[C:8]([NH2:11])[CH:9]=2)[N:4]([CH2:14][CH2:15][N:16]2[CH2:20][CH2:19][CH2:18][CH2:17]2)[N:3]=1. The yield is 0.700. (2) The reactants are [CH2:1]([O:8][C:9]1[CH:14]=[CH:13][NH:12][C:11](=[O:15])[CH:10]=1)[C:2]1[CH:7]=[CH:6][CH:5]=[CH:4][CH:3]=1.N12CCCN=C1CCCCC2.Br[CH2:28][CH2:29][CH:30]([CH3:32])[CH3:31]. The catalyst is CN(C)C(=O)C. The product is [CH2:1]([O:8][C:9]1[CH:14]=[CH:13][N:12]([CH2:28][CH2:29][CH:30]([CH3:32])[CH3:31])[C:11](=[O:15])[CH:10]=1)[C:2]1[CH:3]=[CH:4][CH:5]=[CH:6][CH:7]=1. The yield is 0.420.